From a dataset of Reaction yield outcomes from USPTO patents with 853,638 reactions. Predict the reaction yield, written as a fraction of the theoretical maximum amount of product (1.0 means a 100% yield; for example, 0.34 means a 34% yield). (1) The yield is 0.680. No catalyst specified. The reactants are S(Cl)(Cl)=O.[OH:5][C:6]1[CH:14]=[CH:13][C:9]([C:10]([OH:12])=[O:11])=[CH:8][N:7]=1.[CH3:15]O. The product is [CH3:15][O:11][C:10]([C:9]1[CH:13]=[CH:14][C:6](=[O:5])[NH:7][CH:8]=1)=[O:12]. (2) The product is [CH2:1]([O:5][C:6]1[CH:11]=[CH:10][C:9]([CH2:12][CH2:13][CH2:14][OH:15])=[C:8]([O:19][C:20]2[CH:25]=[CH:24][C:23]([C:26]([F:29])([F:27])[F:28])=[CH:22][N:21]=2)[CH:7]=1)[CH2:2][CH2:3][CH3:4]. The reactants are [CH2:1]([O:5][C:6]1[CH:11]=[CH:10][C:9]([CH2:12][CH2:13][C:14](OCC)=[O:15])=[C:8]([O:19][C:20]2[CH:25]=[CH:24][C:23]([C:26]([F:29])([F:28])[F:27])=[CH:22][N:21]=2)[CH:7]=1)[CH2:2][CH2:3][CH3:4].[H-].[Al+3].[Li+].[H-].[H-].[H-].O.O.O.O.O.O.O.O.O.O.S([O-])([O-])(=O)=O.[Na+].[Na+]. The catalyst is O1CCCC1. The yield is 0.870.